This data is from NCI-60 drug combinations with 297,098 pairs across 59 cell lines. The task is: Regression. Given two drug SMILES strings and cell line genomic features, predict the synergy score measuring deviation from expected non-interaction effect. (1) Drug 1: C1=CC(=CC=C1CCC2=CNC3=C2C(=O)NC(=N3)N)C(=O)NC(CCC(=O)O)C(=O)O. Drug 2: CN(C)N=NC1=C(NC=N1)C(=O)N. Cell line: COLO 205. Synergy scores: CSS=26.8, Synergy_ZIP=0.879, Synergy_Bliss=-0.156, Synergy_Loewe=-6.89, Synergy_HSA=0.671. (2) Drug 1: CC1C(C(CC(O1)OC2CC(CC3=C2C(=C4C(=C3O)C(=O)C5=C(C4=O)C(=CC=C5)OC)O)(C(=O)C)O)N)O.Cl. Drug 2: C1=CC=C(C(=C1)C(C2=CC=C(C=C2)Cl)C(Cl)Cl)Cl. Cell line: HOP-62. Synergy scores: CSS=28.2, Synergy_ZIP=-1.83, Synergy_Bliss=3.41, Synergy_Loewe=-24.5, Synergy_HSA=0.265. (3) Drug 1: CNC(=O)C1=NC=CC(=C1)OC2=CC=C(C=C2)NC(=O)NC3=CC(=C(C=C3)Cl)C(F)(F)F. Drug 2: C1CC(=O)NC(=O)C1N2C(=O)C3=CC=CC=C3C2=O. Cell line: RXF 393. Synergy scores: CSS=0.0985, Synergy_ZIP=2.04, Synergy_Bliss=3.89, Synergy_Loewe=1.11, Synergy_HSA=1.27. (4) Drug 1: CCC1=CC2CC(C3=C(CN(C2)C1)C4=CC=CC=C4N3)(C5=C(C=C6C(=C5)C78CCN9C7C(C=CC9)(C(C(C8N6C)(C(=O)OC)O)OC(=O)C)CC)OC)C(=O)OC.C(C(C(=O)O)O)(C(=O)O)O. Drug 2: CS(=O)(=O)OCCCCOS(=O)(=O)C. Cell line: SF-295. Synergy scores: CSS=36.2, Synergy_ZIP=-5.98, Synergy_Bliss=-3.33, Synergy_Loewe=-1.89, Synergy_HSA=-0.612. (5) Drug 1: CS(=O)(=O)CCNCC1=CC=C(O1)C2=CC3=C(C=C2)N=CN=C3NC4=CC(=C(C=C4)OCC5=CC(=CC=C5)F)Cl. Drug 2: B(C(CC(C)C)NC(=O)C(CC1=CC=CC=C1)NC(=O)C2=NC=CN=C2)(O)O. Cell line: SF-539. Synergy scores: CSS=25.2, Synergy_ZIP=-1.68, Synergy_Bliss=0.0312, Synergy_Loewe=-42.3, Synergy_HSA=-2.02. (6) Drug 1: CNC(=O)C1=CC=CC=C1SC2=CC3=C(C=C2)C(=NN3)C=CC4=CC=CC=N4. Drug 2: CS(=O)(=O)OCCCCOS(=O)(=O)C. Cell line: NCIH23. Synergy scores: CSS=3.35, Synergy_ZIP=-2.31, Synergy_Bliss=-4.74, Synergy_Loewe=-7.53, Synergy_HSA=-6.34. (7) Drug 1: C1C(C(OC1N2C=C(C(=O)NC2=O)F)CO)O. Drug 2: CC1C(C(CC(O1)OC2CC(CC3=C2C(=C4C(=C3O)C(=O)C5=C(C4=O)C(=CC=C5)OC)O)(C(=O)CO)O)N)O.Cl. Cell line: UACC62. Synergy scores: CSS=42.1, Synergy_ZIP=-6.79, Synergy_Bliss=-4.91, Synergy_Loewe=-2.17, Synergy_HSA=-0.866. (8) Drug 1: CC12CCC(CC1=CCC3C2CCC4(C3CC=C4C5=CN=CC=C5)C)O. Drug 2: C1CC(=O)NC(=O)C1N2CC3=C(C2=O)C=CC=C3N. Cell line: SW-620. Synergy scores: CSS=-0.624, Synergy_ZIP=-1.42, Synergy_Bliss=-4.20, Synergy_Loewe=-3.35, Synergy_HSA=-4.07.